Dataset: Reaction yield outcomes from USPTO patents with 853,638 reactions. Task: Predict the reaction yield, written as a fraction of the theoretical maximum amount of product (1.0 means a 100% yield; for example, 0.34 means a 34% yield). (1) The reactants are I/[CH:2]=[CH:3]/[O:4][C:5]1[CH:10]=[CH:9][C:8]([C:11]2[CH:16]=[CH:15][CH:14]=[CH:13][CH:12]=2)=[CH:7][CH:6]=1.[NH:17]1[CH:21]=[CH:20][CH:19]=[CH:18]1.C([O-])([O-])=O.[Cs+].[Cs+]. The catalyst is [Cu]I. The product is [C:8]1([C:11]2[CH:16]=[CH:15][CH:14]=[CH:13][CH:12]=2)[CH:9]=[CH:10][C:5]([O:4]/[CH:3]=[CH:2]/[N:17]2[CH:21]=[CH:20][CH:19]=[CH:18]2)=[CH:6][CH:7]=1. The yield is 0.850. (2) The reactants are [Br:1][C:2]1[N:7]=[CH:6][C:5]([N:8]2[CH2:15][C@@H:14]3[C@@H:10]([N:11]([C:16]([O:18][C:19]([CH3:22])([CH3:21])[CH3:20])=[O:17])[CH2:12][CH2:13]3)[CH2:9]2)=[CH:4][C:3]=1[CH2:23]OS(C)(=O)=O.[C-:29]#[N:30].[K+]. The catalyst is CN(C)C=O. The product is [Br:1][C:2]1[N:7]=[CH:6][C:5]([N:8]2[CH2:15][C@@H:14]3[C@@H:10]([N:11]([C:16]([O:18][C:19]([CH3:22])([CH3:21])[CH3:20])=[O:17])[CH2:12][CH2:13]3)[CH2:9]2)=[CH:4][C:3]=1[CH2:23][C:29]#[N:30]. The yield is 0.390. (3) The reactants are [C:1]1([C:7]2[CH:11]=[C:10]([CH2:12][CH2:13][CH:14]=O)[O:9][N:8]=2)[CH:6]=[CH:5][CH:4]=[CH:3][CH:2]=1.[F:16][C:17]([F:32])([F:31])[C:18]1[CH:30]=[CH:29][CH:28]=[CH:27][C:19]=1[CH2:20][N:21]1[CH2:26][CH2:25][NH:24][CH2:23][CH2:22]1.[BH-](OC(C)=O)(OC(C)=O)OC(C)=O.[Na+].C(Cl)[Cl:48]. No catalyst specified. The product is [Cl:48][C:4]1[CH:5]=[CH:6][C:1]([C:7]2[CH:11]=[C:10]([CH2:12][CH2:13][CH2:14][N:24]3[CH2:23][CH2:22][N:21]([CH2:20][C:19]4[CH:27]=[CH:28][CH:29]=[CH:30][C:18]=4[C:17]([F:16])([F:31])[F:32])[CH2:26][CH2:25]3)[O:9][N:8]=2)=[CH:2][CH:3]=1. The yield is 0.944. (4) The reactants are [CH3:1][C:2]1[C:16](=[O:17])[N:15]=[C:14]2[N:4]([C@@H:5]3[O:9][C@H:8]([CH2:10][OH:11])[C@@H:7]([OH:12])[C@@H:6]3[O:13]2)[CH:3]=1.[CH3:18][O:19][CH2:20][CH2:21][O:22]B([O:22][CH2:21][CH2:20][O:19][CH3:18])[O:22][CH2:21][CH2:20][O:19][CH3:18]. The catalyst is COCCO. The product is [CH3:18][O:19][CH2:20][CH2:21][O:22][C@@H:6]1[C@H:7]([OH:12])[C@@H:8]([CH2:10][OH:11])[O:9][C@H:5]1[N:4]1[CH:3]=[C:2]([CH3:1])[C:16](=[O:17])[NH:15][C:14]1=[O:13]. The yield is 0.630. (5) The reactants are [Br:1][C:2]1[CH:3]=[C:4]([NH2:8])[CH:5]=[N:6][CH:7]=1.[C:9](Cl)(=[O:14])[C:10]([CH3:13])([CH3:12])[CH3:11]. The catalyst is N1C=CC=CC=1. The product is [Br:1][C:2]1[CH:3]=[C:4]([NH:8][C:9](=[O:14])[C:10]([CH3:13])([CH3:12])[CH3:11])[CH:5]=[N:6][CH:7]=1. The yield is 0.731. (6) The yield is 0.340. The catalyst is C(#N)C. The product is [O:8]=[C:6]1[N:5]([C:9]2[CH:18]=[C:17]3[C:12]([CH:13]=[C:14]([C:20]4[CH:25]=[CH:24][CH:23]=[CH:22][C:21]=4[C:26]([F:28])([F:27])[F:29])[NH:15][C:16]3=[O:19])=[CH:11][CH:10]=2)[CH2:4][C@H:3]([CH2:2][O:1][P:44]([O:45][CH2:46][C:47]2[CH:52]=[CH:51][CH:50]=[CH:49][CH:48]=2)([O:53][CH2:54][C:55]2[CH:60]=[CH:59][CH:58]=[CH:57][CH:56]=2)=[O:61])[O:7]1. The reactants are [OH:1][CH2:2][C@@H:3]1[O:7][C:6](=[O:8])[N:5]([C:9]2[CH:18]=[C:17]3[C:12]([CH:13]=[C:14]([C:20]4[CH:25]=[CH:24][CH:23]=[CH:22][C:21]=4[C:26]([F:29])([F:28])[F:27])[NH:15][C:16]3=[O:19])=[CH:11][CH:10]=2)[CH2:4]1.C(N(CC)C(C)C)(C)C.C(Cl)(Cl)(Cl)Cl.[P:44]([O-:61])([O:53][CH2:54][C:55]1[CH:60]=[CH:59][CH:58]=[CH:57][CH:56]=1)[O:45][CH2:46][C:47]1[CH:52]=[CH:51][CH:50]=[CH:49][CH:48]=1.